From a dataset of NCI-60 drug combinations with 297,098 pairs across 59 cell lines. Regression. Given two drug SMILES strings and cell line genomic features, predict the synergy score measuring deviation from expected non-interaction effect. (1) Drug 1: CC1CCC2CC(C(=CC=CC=CC(CC(C(=O)C(C(C(=CC(C(=O)CC(OC(=O)C3CCCCN3C(=O)C(=O)C1(O2)O)C(C)CC4CCC(C(C4)OC)OCCO)C)C)O)OC)C)C)C)OC. Cell line: TK-10. Drug 2: CCN(CC)CCCC(C)NC1=C2C=C(C=CC2=NC3=C1C=CC(=C3)Cl)OC. Synergy scores: CSS=18.4, Synergy_ZIP=-6.72, Synergy_Bliss=-3.80, Synergy_Loewe=-1.01, Synergy_HSA=-0.928. (2) Drug 1: C1CCC(CC1)NC(=O)N(CCCl)N=O. Cell line: NCI-H226. Drug 2: CC1CCCC2(C(O2)CC(NC(=O)CC(C(C(=O)C(C1O)C)(C)C)O)C(=CC3=CSC(=N3)C)C)C. Synergy scores: CSS=21.0, Synergy_ZIP=4.74, Synergy_Bliss=11.1, Synergy_Loewe=9.40, Synergy_HSA=10.6.